From a dataset of Catalyst prediction with 721,799 reactions and 888 catalyst types from USPTO. Predict which catalyst facilitates the given reaction. (1) Reactant: [F:1][C:2]([F:15])([F:14])[C:3]([NH:5][CH2:6][CH:7]1[CH2:11][O:10][CH:9]([O:12][CH3:13])[O:8]1)=[O:4].[CH2:16](O)[CH2:17][CH2:18][CH2:19][CH2:20][CH2:21][CH2:22][CH2:23][CH2:24][CH2:25][CH2:26][CH2:27][CH2:28][CH2:29][CH2:30][CH2:31][CH2:32]C.C1(C)C=CC(S([O-])(=O)=O)=CC=1.[NH+]1C=CC=CC=1. Product: [F:15][C:2]([F:14])([F:1])[C:3]([NH:5][CH2:6][CH:7]1[CH2:11][O:10][CH:9]([O:12][CH2:13][CH2:32][CH2:31][CH2:30][CH2:29][CH2:28][CH2:27][CH2:26][CH2:25][CH2:24][CH2:23][CH2:22][CH2:21][CH2:20][CH2:19][CH2:18][CH2:17][CH3:16])[O:8]1)=[O:4]. The catalyst class is: 244. (2) Reactant: [OH:1][C:2]1[CH:11]=[C:10]([NH:12][S:13]([C:16]2[C:20]([Cl:21])=[C:19]([Cl:22])[S:18][C:17]=2[Cl:23])(=[O:15])=[O:14])[CH:9]=[CH:8][C:3]=1[C:4]([O:6]C)=[O:5].O. Product: [OH:1][C:2]1[CH:11]=[C:10]([NH:12][S:13]([C:16]2[C:20]([Cl:21])=[C:19]([Cl:22])[S:18][C:17]=2[Cl:23])(=[O:15])=[O:14])[CH:9]=[CH:8][C:3]=1[C:4]([OH:6])=[O:5]. The catalyst class is: 74. (3) Reactant: [CH3:1][O:2][C:3]([C:5]1[C:14]2[CH2:13][CH2:12][N:11](CC3C=CC=CC=3)[CH2:10][C:9]=2[CH:8]=[N:7][CH:6]=1)=[O:4].C([O-])=O.[NH4+]. Product: [CH3:1][O:2][C:3]([C:5]1[C:14]2[CH2:13][CH2:12][NH:11][CH2:10][C:9]=2[CH:8]=[N:7][CH:6]=1)=[O:4]. The catalyst class is: 19.